Dataset: Peptide-MHC class II binding affinity with 134,281 pairs from IEDB. Task: Regression. Given a peptide amino acid sequence and an MHC pseudo amino acid sequence, predict their binding affinity value. This is MHC class II binding data. (1) The peptide sequence is IEENGSMRVFVDVIR. The MHC is HLA-DPA10103-DPB10401 with pseudo-sequence HLA-DPA10103-DPB10401. The binding affinity (normalized) is 0.250. (2) The peptide sequence is GSFVRTVSLPVGADE. The MHC is DRB1_0404 with pseudo-sequence DRB1_0404. The binding affinity (normalized) is 0.629.